This data is from Catalyst prediction with 721,799 reactions and 888 catalyst types from USPTO. The task is: Predict which catalyst facilitates the given reaction. Reactant: [H-].[Na+].[CH2:3]([O:5][C:6](=[O:19])[CH:7]([C:13]1[CH:18]=[CH:17][CH:16]=[CH:15][CH:14]=1)[C:8]([O:10][CH2:11][CH3:12])=[O:9])[CH3:4].[CH2:20]([O:27][CH2:28][CH2:29]Br)[C:21]1[CH:26]=[CH:25][CH:24]=[CH:23][CH:22]=1.O. Product: [CH2:11]([O:10][C:8](=[O:9])[C:7]([CH2:29][CH2:28][O:27][CH2:20][C:21]1[CH:26]=[CH:25][CH:24]=[CH:23][CH:22]=1)([C:13]1[CH:18]=[CH:17][CH:16]=[CH:15][CH:14]=1)[C:6]([O:5][CH2:3][CH3:4])=[O:19])[CH3:12]. The catalyst class is: 9.